Task: Predict the product of the given reaction.. Dataset: Forward reaction prediction with 1.9M reactions from USPTO patents (1976-2016) (1) Given the reactants I[C:2]1[CH:18]=[CH:17][C:5]([C:6]([O:8][CH2:9][CH2:10][N:11]2[CH2:16][CH2:15][O:14][CH2:13][CH2:12]2)=[O:7])=[CH:4][CH:3]=1.Br[C:20]1[C:24]2[O:25][C:26]([N:30]3[CH2:35][CH2:34][O:33][CH2:32][CH2:31]3)=[CH:27][C:28](=[O:29])[C:23]=2[S:22][CH:21]=1.B1(B2OC(C)(C)C(C)(C)O2)OC(C)(C)C(C)(C)O1.C(=O)([O-])[O-].[Cs+].[Cs+], predict the reaction product. The product is: [O:33]1[CH2:34][CH2:35][N:30]([C:26]2[O:25][C:24]3[C:20]([C:2]4[CH:18]=[CH:17][C:5]([C:6]([O:8][CH2:9][CH2:10][N:11]5[CH2:16][CH2:15][O:14][CH2:13][CH2:12]5)=[O:7])=[CH:4][CH:3]=4)=[CH:21][S:22][C:23]=3[C:28](=[O:29])[CH:27]=2)[CH2:31][CH2:32]1. (2) Given the reactants [CH3:1][C:2]([N-:9][CH:10]=[CH:11][N-:12][C:13]([CH3:20])([CH3:19])[CH2:14][C:15]([CH3:18])([CH3:17])[CH3:16])([CH3:8])[CH2:3][C:4]([CH3:7])([CH3:6])[CH3:5].[Li+].[Li+].[Cl:23][SiH:24](Cl)Cl, predict the reaction product. The product is: [Cl:23][SiH:24]1[N:9]([C:2]([CH3:1])([CH3:8])[CH2:3][C:4]([CH3:5])([CH3:6])[CH3:7])[CH:10]=[CH:11][N:12]1[C:13]([CH3:20])([CH3:19])[CH2:14][C:15]([CH3:18])([CH3:17])[CH3:16].